Predict the reaction yield, written as a fraction of the theoretical maximum amount of product (1.0 means a 100% yield; for example, 0.34 means a 34% yield). From a dataset of Reaction yield outcomes from USPTO patents with 853,638 reactions. (1) The reactants are Br[C:2]1[CH:3]=[C:4]2[C:9](=[C:10]([O:12][CH3:13])[CH:11]=1)[N:8]=[C:7]([Cl:14])[N:6]=[C:5]2[N:15]1[CH2:20][CH2:19][O:18][CH2:17][CH2:16]1.[B:21]1([B:21]2[O:25][C:24]([CH3:27])([CH3:26])[C:23]([CH3:29])([CH3:28])[O:22]2)[O:25][C:24]([CH3:27])([CH3:26])[C:23]([CH3:29])([CH3:28])[O:22]1.CC([O-])=O.[K+]. The catalyst is C1(C)C=CC=CC=1. The product is [Cl:14][C:7]1[N:6]=[C:5]([N:15]2[CH2:20][CH2:19][O:18][CH2:17][CH2:16]2)[C:4]2[C:9](=[C:10]([O:12][CH3:13])[CH:11]=[C:2]([B:21]3[O:25][C:24]([CH3:27])([CH3:26])[C:23]([CH3:29])([CH3:28])[O:22]3)[CH:3]=2)[N:8]=1. The yield is 0.880. (2) The reactants are [F:1][C:2]1[CH:3]=[C:4]2[C:10]([C:11]3[N:16]=[C:15](S(C)=O)[CH:14]=[CH:13][N:12]=3)=[CH:9][N:8]([S:20]([C:23]3[CH:29]=[CH:28][C:26]([CH3:27])=[CH:25][CH:24]=3)(=[O:22])=[O:21])[C:5]2=[N:6][CH:7]=1.[NH2:30][C@@H:31]([C:36]([CH3:39])([CH3:38])[CH3:37])[CH2:32][C:33]([OH:35])=[O:34].C([O-])([O-])=O.[Na+].[Na+].Cl. The catalyst is C1COCC1.C(#N)C. The product is [F:1][C:2]1[CH:3]=[C:4]2[C:10]([C:11]3[N:16]=[C:15]([NH:30][C@@H:31]([C:36]([CH3:39])([CH3:38])[CH3:37])[CH2:32][C:33]([OH:35])=[O:34])[CH:14]=[CH:13][N:12]=3)=[CH:9][N:8]([S:20]([C:23]3[CH:29]=[CH:28][C:26]([CH3:27])=[CH:25][CH:24]=3)(=[O:22])=[O:21])[C:5]2=[N:6][CH:7]=1. The yield is 0.310. (3) The reactants are Br[C:2]1[CH:7]=[CH:6][C:5](F)=[CH:4][N:3]=1.N[C:10]1[N:14]([CH3:15])[C:13]2[CH:16]=[CH:17][CH:18]=[CH:19][C:12]=2[N:11]=1.C[C:21]1(C)[C:47]2[C:42](=C(P(C3C=CC=CC=3)C3C=CC=CC=3)C=CC=2)[O:41][C:23]2[C:24](P(C3C=CC=CC=3)C3C=CC=CC=3)=C[CH:26]=[CH:27][C:22]1=2.C([O-])([O-])=[O:63].[Cs+].[Cs+].[OH2:68]. The catalyst is O1CCOCC1.C1C=CC(/C=C/C(/C=C/C2C=CC=CC=2)=O)=CC=1.C1C=CC(/C=C/C(/C=C/C2C=CC=CC=2)=O)=CC=1.C1C=CC(/C=C/C(/C=C/C2C=CC=CC=2)=O)=CC=1.[Pd].[Pd]. The product is [O:68]1[C:19]2[CH:18]=[CH:17][CH:16]=[CH:13][C:12]=2[N:11]=[C:10]1[N:14]([C:2]1[CH:7]=[CH:6][CH:5]=[CH:4][N:3]=1)[CH2:15][CH2:26][CH2:27][CH2:22][CH2:21][CH2:47][C:42]([O:41][CH2:23][CH3:24])=[O:63]. The yield is 0.630. (4) The reactants are [Br:1][C:2]1[C:10]2[C:5](=[CH:6][N:7]=[C:8]([CH:11]=[O:12])[CH:9]=2)[O:4][CH:3]=1.[OH:13]P([O-])(O)=O.[K+]. The catalyst is C1COCC1.CC(O)(C)C.O. The product is [Br:1][C:2]1[C:10]2[C:5](=[CH:6][N:7]=[C:8]([C:11]([OH:13])=[O:12])[CH:9]=2)[O:4][CH:3]=1. The yield is 0.990. (5) The reactants are Cl[C:2]1[CH:7]=[CH:6][N:5]=[C:4]2[CH:8]=[C:9]([C:11]([N:13]([CH2:15][CH2:16][CH2:17][N:18]([CH3:20])[CH3:19])[CH3:14])=[O:12])[S:10][C:3]=12.[OH:21][C:22]1[CH:30]=[C:29]2[C:25]([C:26]([C:33]([NH:35][CH3:36])=[O:34])=[C:27]([CH3:32])[N:28]2[CH3:31])=[CH:24][CH:23]=1.C([O-])([O-])=O.[Cs+].[Cs+]. No catalyst specified. The product is [CH3:19][N:18]([CH3:20])[CH2:17][CH2:16][CH2:15][N:13]([CH3:14])[C:11]([C:9]1[S:10][C:3]2[C:4](=[N:5][CH:6]=[CH:7][C:2]=2[O:21][C:22]2[CH:30]=[C:29]3[C:25]([C:26]([C:33]([NH:35][CH3:36])=[O:34])=[C:27]([CH3:32])[N:28]3[CH3:31])=[CH:24][CH:23]=2)[CH:8]=1)=[O:12]. The yield is 0.620. (6) The reactants are Cl[C:2]1[N:7]=[C:6]([NH:8][C@H:9]([CH3:12])[CH2:10][OH:11])[C:5]([C:13]2[S:14][CH:15]=[CH:16][CH:17]=2)=[CH:4][N:3]=1.[NH2:18][C:19]1[CH:24]=[CH:23][C:22]([S:25]([CH3:32])(=[N:27][C:28](=[O:31])[NH:29][CH3:30])=[O:26])=[CH:21][CH:20]=1. No catalyst specified. The product is [CH3:30][NH:29][C:28]([N:27]=[S:25]([C:22]1[CH:23]=[CH:24][C:19]([NH:18][C:2]2[N:7]=[C:6]([NH:8][C@H:9]([CH3:12])[CH2:10][OH:11])[C:5]([C:13]3[S:14][CH:15]=[CH:16][CH:17]=3)=[CH:4][N:3]=2)=[CH:20][CH:21]=1)([CH3:32])=[O:26])=[O:31]. The yield is 0.235. (7) The reactants are [F:1][C:2]1[CH:3]=[C:4]([NH:13]C(=O)C)[CH:5]=[CH:6][C:7]=1[S:8](=[O:12])(=[O:11])[NH:9][CH3:10].[OH-].[Na+]. The catalyst is Cl. The product is [NH2:13][C:4]1[CH:5]=[CH:6][C:7]([S:8]([NH:9][CH3:10])(=[O:12])=[O:11])=[C:2]([F:1])[CH:3]=1. The yield is 0.830. (8) The reactants are Br[C:2]1[C:3](=[O:10])[N:4]([CH3:9])[N:5]=[C:6]([Cl:8])[CH:7]=1.[CH3:11][N:12]1[CH2:17][CH2:16][N:15]([C:18]2[CH:19]=[CH:20][C:21]([NH2:24])=[N:22][CH:23]=2)[CH2:14][CH2:13]1.C(=O)([O-])[O-].[Cs+].[Cs+].CC1(C)C2C(=C(P(C3C=CC=CC=3)C3C=CC=CC=3)C=CC=2)OC2C(P(C3C=CC=CC=3)C3C=CC=CC=3)=CC=CC1=2. The catalyst is C1C=CC(/C=C/C(/C=C/C2C=CC=CC=2)=O)=CC=1.C1C=CC(/C=C/C(/C=C/C2C=CC=CC=2)=O)=CC=1.C1C=CC(/C=C/C(/C=C/C2C=CC=CC=2)=O)=CC=1.[Pd].[Pd].O1CCOCC1. The product is [Cl:8][C:6]1[CH:7]=[C:2]([NH:24][C:21]2[CH:20]=[CH:19][C:18]([N:15]3[CH2:16][CH2:17][N:12]([CH3:11])[CH2:13][CH2:14]3)=[CH:23][N:22]=2)[C:3](=[O:10])[N:4]([CH3:9])[N:5]=1. The yield is 0.530.